This data is from Forward reaction prediction with 1.9M reactions from USPTO patents (1976-2016). The task is: Predict the product of the given reaction. (1) Given the reactants O=[C:2]1[CH2:8][CH2:7][CH2:6][N:5]([C:9]([O:11][C:12]([CH3:15])([CH3:14])[CH3:13])=[O:10])[CH2:4][CH2:3]1.[CH2:16]([NH2:23])[C:17]1[CH:22]=[CH:21][CH:20]=[CH:19][CH:18]=1.C(O[BH-](OC(=O)C)OC(=O)C)(=O)C.[Na+].C(O)(=O)C.C(=O)([O-])[O-].[K+].[K+].[OH-].[Na+], predict the reaction product. The product is: [C:12]([O:11][C:9]([N:5]1[CH2:6][CH2:7][CH2:8][CH:2]([NH:23][CH2:16][C:17]2[CH:22]=[CH:21][CH:20]=[CH:19][CH:18]=2)[CH2:3][CH2:4]1)=[O:10])([CH3:15])([CH3:14])[CH3:13]. (2) Given the reactants CN[C@@H:3]1[CH2:7][CH2:6][C@H:5]([OH:8])[CH2:4]1.[C:9]([O:13][C:14]([O:16]C(OC(C)(C)C)=O)=O)([CH3:12])([CH3:11])[CH3:10].[CH2:24]([N:26](CC)CC)C, predict the reaction product. The product is: [OH:8][C@@H:5]1[CH2:6][CH2:7][C@H:3]([CH2:24][NH:26][C:14](=[O:16])[O:13][C:9]([CH3:12])([CH3:11])[CH3:10])[CH2:4]1. (3) Given the reactants [CH3:1][C:2]1([CH3:11])[O:6][CH:5]2[CH:7]=[CH:8][C:9](=[O:10])[CH:4]2[O:3]1.N1C=CC=CC=1.[I:18]I.O, predict the reaction product. The product is: [I:18][C:8]1[C:9](=[O:10])[C@@H:4]2[O:3][C:2]([CH3:11])([CH3:1])[O:6][C@@H:5]2[CH:7]=1. (4) Given the reactants C(S([C:6]1[N:7]([C:16]2[CH:21]=[CH:20][C:19]([O:22][CH2:23][C:24]([F:27])([F:26])[F:25])=[CH:18][CH:17]=2)[C:8](=[O:15])[C:9]2[CH:14]=[CH:13][NH:12][C:10]=2[N:11]=1)(=O)=O)C.[OH-:28].[Na+], predict the reaction product. The product is: [F:25][C:24]([F:27])([F:26])[CH2:23][O:22][C:19]1[CH:20]=[CH:21][C:16]([N:7]2[C:8](=[O:15])[C:9]3[CH:14]=[CH:13][NH:12][C:10]=3[NH:11][C:6]2=[O:28])=[CH:17][CH:18]=1.